Predict the reactants needed to synthesize the given product. From a dataset of Full USPTO retrosynthesis dataset with 1.9M reactions from patents (1976-2016). Given the product [CH3:22][O:23][C:24]1[C:25]([N:1]2[CH2:6][CH2:5][CH:4]([CH2:7][C:8]3[N:12]=[C:11]([C:13]4[O:21][C:20]5[CH:19]=[CH:18][N:17]=[CH:16][C:15]=5[CH:14]=4)[O:10][N:9]=3)[CH2:3][CH2:2]2)=[N:26][CH:27]=[CH:28][CH:29]=1, predict the reactants needed to synthesize it. The reactants are: [NH:1]1[CH2:6][CH2:5][CH:4]([CH2:7][C:8]2[N:12]=[C:11]([C:13]3[O:21][C:20]4[CH:19]=[CH:18][N:17]=[CH:16][C:15]=4[CH:14]=3)[O:10][N:9]=2)[CH2:3][CH2:2]1.[CH3:22][O:23][C:24]1[C:25]([N+]([O-])=O)=[N:26][CH:27]=[CH:28][CH:29]=1.CC(O)=O.